Dataset: Reaction yield outcomes from USPTO patents with 853,638 reactions. Task: Predict the reaction yield, written as a fraction of the theoretical maximum amount of product (1.0 means a 100% yield; for example, 0.34 means a 34% yield). (1) The reactants are [F-].C([N+](CCCC)(CCCC)CCCC)CCC.[F:19][C:20]([F:30])([F:29])[C:21]1[CH:28]=[CH:27][CH:26]=[CH:25][C:22]=1[CH:23]=[O:24].[F:31][C:32]([Si](C)(C)C)([F:34])[F:33].Cl. The catalyst is C1COCC1. The product is [F:19][C:20]([F:29])([F:30])[C:21]1[CH:28]=[CH:27][CH:26]=[CH:25][C:22]=1[CH:23]([OH:24])[C:32]([F:34])([F:33])[F:31]. The yield is 0.900. (2) The reactants are [F:1][C:2]1[N:7]=[C:6]([CH3:8])[C:5]([C:9]2[C:10](=[O:35])[NH:11][C:12](=[O:34])[N:13]([CH2:15][CH2:16][CH2:17][N:18]3[CH2:23][C@H:22]4[C@:20]([C:24]5[CH:29]=[CH:28][C:27]([C:30]([F:33])([F:32])[F:31])=[CH:26][CH:25]=5)([CH2:21]4)[CH2:19]3)[CH:14]=2)=[CH:4][CH:3]=1.[ClH:36]. The catalyst is O1CCOCC1. The product is [ClH:36].[ClH:36].[F:1][C:2]1[N:7]=[C:6]([CH3:8])[C:5]([C:9]2[C:10](=[O:35])[NH:11][C:12](=[O:34])[N:13]([CH2:15][CH2:16][CH2:17][N:18]3[CH2:23][C@H:22]4[C@:20]([C:24]5[CH:25]=[CH:26][C:27]([C:30]([F:33])([F:32])[F:31])=[CH:28][CH:29]=5)([CH2:21]4)[CH2:19]3)[CH:14]=2)=[CH:4][CH:3]=1. The yield is 0.0500. (3) The reactants are Br[C:2]1[CH:3]=[C:4]([NH:15][CH2:16][C:17]2[C:22]([CH3:23])=[CH:21][CH:20]=[CH:19][C:18]=2[CH2:24][CH3:25])[C:5]2[N:9]=[C:8]([CH2:10][O:11][CH3:12])[N:7]([CH3:13])[C:6]=2[CH:14]=1.C(N([CH2:31][CH3:32])CC)C.C1(P(C2C=CC=CC=2)C2C=CC=CC=2)C=CC=CC=1.[C]=[O:53].[CH2:54]([OH:56])C. The catalyst is C([O-])(=O)C.[Pd+2].C([O-])(=O)C.O. The product is [CH2:24]([C:18]1[CH:19]=[CH:20][CH:21]=[C:22]([CH3:23])[C:17]=1[CH2:16][NH:15][C:4]1[C:5]2[N:9]=[C:8]([CH2:10][O:11][CH3:12])[N:7]([CH3:13])[C:6]=2[CH:14]=[C:2]([C:54]([O:56][CH2:31][CH3:32])=[O:53])[CH:3]=1)[CH3:25]. The yield is 0.660. (4) The reactants are [CH:1](=[C:3]1[O:7][C:6](=[O:8])[CH:5]=[C:4]1[CH3:9])[CH3:2].[CH2:10]([NH2:17])[C:11]1[CH:16]=[CH:15][CH:14]=[CH:13][CH:12]=1. No catalyst specified. The product is [CH2:10]([N:17]1[C:3]([CH2:1][CH3:2])([OH:7])[C:4]([CH3:9])=[CH:5][C:6]1=[O:8])[C:11]1[CH:16]=[CH:15][CH:14]=[CH:13][CH:12]=1. The yield is 0.700. (5) The reactants are [CH:1]12[CH2:7][CH:4]([CH:5]=[CH:6]1)[CH2:3][CH:2]2[C:8]([OH:10])=O.[S:11]1[CH:15]=[CH:14][CH:13]=[C:12]1[CH2:16]N.[CH2:18]([N:20](CC)CC)C.CCN=C=NCCCN(C)C. The catalyst is C(Cl)Cl.CN(C1C=CN=CC=1)C. The product is [S:11]1[CH:15]=[CH:14][CH:13]=[C:12]1[CH2:16][CH2:18][NH:20][C:8]([CH:2]1[CH2:3][CH:4]2[CH2:7][CH:1]1[CH:6]=[CH:5]2)=[O:10]. The yield is 0.0600. (6) The reactants are C[O:2][C:3](=[O:36])[CH2:4][CH:5]([C:22]1[CH:27]=[CH:26][C:25]([O:28][CH:29]([F:31])[F:30])=[C:24]([O:32][CH:33]([F:35])[F:34])[CH:23]=1)[N:6]1[CH2:14][C:13]2[C:8](=[C:9]([NH:15][C:16]([CH:18]3[CH2:20][CH2:19]3)=[O:17])[CH:10]=[CH:11][CH:12]=2)[C:7]1=[O:21].[OH-].[Na+].Cl. The catalyst is O1CCCC1.O. The product is [F:35][CH:33]([F:34])[O:32][C:24]1[CH:23]=[C:22]([CH:5]([N:6]2[CH2:14][C:13]3[C:8](=[C:9]([NH:15][C:16]([CH:18]4[CH2:20][CH2:19]4)=[O:17])[CH:10]=[CH:11][CH:12]=3)[C:7]2=[O:21])[CH2:4][C:3]([OH:36])=[O:2])[CH:27]=[CH:26][C:25]=1[O:28][CH:29]([F:31])[F:30]. The yield is 0.700.